This data is from Full USPTO retrosynthesis dataset with 1.9M reactions from patents (1976-2016). The task is: Predict the reactants needed to synthesize the given product. (1) Given the product [OH:2][C:3]1[CH:30]=[CH:29][C:6]([CH2:7][CH:8]2[CH2:13][CH2:12][N:11]([C:14](=[O:28])[C:15]([NH:17][C:18]3[CH:27]=[CH:26][C:21]4[NH:22][C:23](=[O:25])[O:24][C:20]=4[CH:19]=3)=[O:16])[CH2:10][CH2:9]2)=[CH:5][CH:4]=1, predict the reactants needed to synthesize it. The reactants are: C[O:2][C:3]1[CH:30]=[CH:29][C:6]([CH2:7][CH:8]2[CH2:13][CH2:12][N:11]([C:14](=[O:28])[C:15]([NH:17][C:18]3[CH:27]=[CH:26][C:21]4[NH:22][C:23](=[O:25])[O:24][C:20]=4[CH:19]=3)=[O:16])[CH2:10][CH2:9]2)=[CH:5][CH:4]=1. (2) Given the product [Cl:1][C:2]1[CH:10]=[C:9]2[C:5]([C:6]([C:18]([OH:20])=[O:19])=[CH:7][NH:8]2)=[CH:4][C:3]=1[C:22]1[CH:27]=[CH:26][C:25]([O:28][CH2:30][CH2:31][N:32]2[CH:36]=[N:35][CH:34]=[N:33]2)=[CH:24][CH:23]=1, predict the reactants needed to synthesize it. The reactants are: [Cl:1][C:2]1[CH:10]=[C:9]2[C:5]([C:6]([C:18]([O:20]C)=[O:19])=[CH:7][N:8]2C(OC(C)(C)C)=O)=[CH:4][C:3]=1[C:22]1[CH:27]=[CH:26][C:25]([OH:28])=[CH:24][CH:23]=1.Cl[CH2:30][CH2:31][N:32]1[CH:36]=[N:35][CH:34]=[N:33]1.C(=O)([O-])[O-].[Cs+].[Cs+].[OH-].[Na+]. (3) Given the product [NH2:19][C:17]1[S:18][C:3]2[C:2]([NH:20][C:21]([CH3:25])([CH3:24])[CH2:22][OH:23])=[N:7][C:6]([S:8][CH2:9][C:10]3[CH:15]=[CH:14][CH:13]=[CH:12][CH:11]=3)=[N:5][C:4]=2[N:16]=1, predict the reactants needed to synthesize it. The reactants are: Cl[C:2]1[C:3]2[S:18][C:17]([NH2:19])=[N:16][C:4]=2[N:5]=[C:6]([S:8][CH2:9][C:10]2[CH:15]=[CH:14][CH:13]=[CH:12][CH:11]=2)[N:7]=1.[NH2:20][C:21]([CH3:25])([CH3:24])[CH2:22][OH:23]. (4) The reactants are: Br[CH2:2][C:3]([C:5]1[CH:10]=[CH:9][CH:8]=[CH:7][N:6]=1)=O.[N:11]1[CH:16]=[CH:15][C:14]([NH:17][C:18]([NH2:20])=[S:19])=[N:13][CH:12]=1. Given the product [N:6]1[CH:7]=[CH:8][CH:9]=[CH:10][C:5]=1[C:3]1[N:20]=[C:18]([NH:17][C:14]2[CH:15]=[CH:16][N:11]=[CH:12][N:13]=2)[S:19][CH:2]=1, predict the reactants needed to synthesize it. (5) The reactants are: [CH2:1](I)[CH2:2][CH2:3][CH3:4].[C:6]([C:9]1[CH:18]=[C:13]([C:14]([O:16][CH3:17])=[O:15])[C:12]([OH:19])=[CH:11][CH:10]=1)(=[O:8])[CH3:7].C(=O)([O-])[O-].[K+].[K+]. Given the product [C:6]([C:9]1[CH:10]=[CH:11][C:12]([O:19][CH2:1][CH2:2][CH2:3][CH3:4])=[C:13]([CH:18]=1)[C:14]([O:16][CH3:17])=[O:15])(=[O:8])[CH3:7], predict the reactants needed to synthesize it. (6) The reactants are: [F:1][C:2]([F:29])([F:28])[C:3]1[N:8]=[C:7]([N:9]2[CH2:13][C@@H:12]3[C@H:14](C4C=C(Br)C=CC=4S([O-])(=O)=O)[CH2:15][CH2:16][C@@H:11]3[CH2:10]2)[CH:6]=[CH:5][CH:4]=1.[NH2:30][C@@H:31]([CH2:35][CH:36]([CH3:38])[CH3:37])[C:32]([NH2:34])=[O:33]. Given the product [F:28][C:2]([F:29])([F:1])[C:3]1[N:8]=[C:7]([N:9]2[CH2:13][C@@H:12]3[C@@H:14]([NH:30][C@H:31]([C:32]([NH2:34])=[O:33])[CH2:35][CH:36]([CH3:38])[CH3:37])[CH2:15][CH2:16][C@@H:11]3[CH2:10]2)[CH:6]=[CH:5][CH:4]=1, predict the reactants needed to synthesize it.